Dataset: Forward reaction prediction with 1.9M reactions from USPTO patents (1976-2016). Task: Predict the product of the given reaction. (1) The product is: [Cl:1][C:2]1[CH:3]=[C:4]2[C:9](=[CH:10][C:11]=1[O:12][C:13]1[CH:18]=[CH:17][C:16]([C:19](=[O:34])[NH:20][C:21]3[CH:26]=[CH:25][CH:24]=[C:23]([C:27]4[CH:28]=[CH:29][C:30]([CH3:33])=[CH:31][CH:32]=4)[N:22]=3)=[CH:15][CH:14]=1)[O:8][CH2:7][CH2:6][CH:5]2[C:35]([OH:37])=[O:36]. Given the reactants [Cl:1][C:2]1[CH:3]=[C:4]2[C:9](=[CH:10][C:11]=1[O:12][C:13]1[CH:18]=[CH:17][C:16]([C:19](=[O:34])[NH:20][C:21]3[CH:26]=[CH:25][CH:24]=[C:23]([C:27]4[CH:32]=[CH:31][C:30]([CH3:33])=[CH:29][CH:28]=4)[N:22]=3)=[CH:15][CH:14]=1)[O:8][CH2:7][CH2:6][CH:5]2[C:35]([O:37]CC)=[O:36].[OH-].[Na+], predict the reaction product. (2) Given the reactants [C:1]([C:5]1[N:9]([CH2:10][CH:11]2[CH2:16][CH2:15][O:14][CH2:13][CH2:12]2)[C:8]2[CH:17]=[CH:18][C:19]([S:21](Cl)(=[O:23])=[O:22])=[CH:20][C:7]=2[N:6]=1)([CH3:4])([CH3:3])[CH3:2].Cl.[NH:26]1[CH2:29][CH:28]([CH2:30][C:31]([OH:33])=[O:32])[CH2:27]1.CCN(C(C)C)C(C)C, predict the reaction product. The product is: [C:1]([C:5]1[N:9]([CH2:10][CH:11]2[CH2:16][CH2:15][O:14][CH2:13][CH2:12]2)[C:8]2[CH:17]=[CH:18][C:19]([S:21]([N:26]3[CH2:29][CH:28]([CH2:30][C:31]([OH:33])=[O:32])[CH2:27]3)(=[O:23])=[O:22])=[CH:20][C:7]=2[N:6]=1)([CH3:4])([CH3:3])[CH3:2]. (3) Given the reactants [CH2:1]([NH:8][CH2:9][C@@H:10]1[CH2:14][O:13][C:12]([CH3:16])([CH3:15])[O:11]1)[C:2]1[CH:7]=[CH:6][CH:5]=[CH:4][CH:3]=1.[CH2:17]([O:24][CH2:25][N:26]1[C:34]2[C:33]([O:35][CH3:36])=[N:32][CH:31]=[N:30][C:29]=2[C:28]([CH:37]=O)=[CH:27]1)[C:18]1[CH:23]=[CH:22][CH:21]=[CH:20][CH:19]=1.C(O[BH-](OC(=O)C)OC(=O)C)(=O)C.[Na+].[O-]S([O-])(=O)=O.[Mg+2], predict the reaction product. The product is: [CH2:1]([N:8]([CH2:9][C@@H:10]1[CH2:14][O:13][C:12]([CH3:16])([CH3:15])[O:11]1)[CH2:37][C:28]1[C:29]2[N:30]=[CH:31][N:32]=[C:33]([O:35][CH3:36])[C:34]=2[N:26]([CH2:25][O:24][CH2:17][C:18]2[CH:23]=[CH:22][CH:21]=[CH:20][CH:19]=2)[CH:27]=1)[C:2]1[CH:3]=[CH:4][CH:5]=[CH:6][CH:7]=1. (4) Given the reactants [I:1][C:2]1[C:10](C)=CC=C[C:3]=1[C:4](O)=O.B.[O:13]1[CH2:17][CH2:16][CH2:15][CH2:14]1, predict the reaction product. The product is: [I:1][C:2]1[CH:10]=[C:16]([CH2:17][OH:13])[CH:15]=[CH:14][C:3]=1[CH3:4]. (5) Given the reactants [Cl:1][C:2]1[CH:7]=[CH:6][C:5]([S:8]([N:11]([C:15]2[C:16]([C:22](=[O:30])[C:23]3[CH:28]=[CH:27][CH:26]=[CH:25][C:24]=3[Cl:29])=[N:17][CH:18]=[C:19]([CH3:21])[CH:20]=2)COC)(=[O:10])=[O:9])=[CH:4][C:3]=1[C:31]([F:34])([F:33])[F:32].O, predict the reaction product. The product is: [Cl:1][C:2]1[CH:7]=[CH:6][C:5]([S:8]([NH:11][C:15]2[C:16]([C:22](=[O:30])[C:23]3[CH:28]=[CH:27][CH:26]=[CH:25][C:24]=3[Cl:29])=[N:17][CH:18]=[C:19]([CH3:21])[CH:20]=2)(=[O:10])=[O:9])=[CH:4][C:3]=1[C:31]([F:32])([F:34])[F:33].